This data is from Reaction yield outcomes from USPTO patents with 853,638 reactions. The task is: Predict the reaction yield, written as a fraction of the theoretical maximum amount of product (1.0 means a 100% yield; for example, 0.34 means a 34% yield). (1) The reactants are [NH:1]1[C:5]2C=CC=N[C:4]=2[C:3]([C:10]([O:12]C(C)(C)C)=[O:11])=[N:2]1. The catalyst is C1COCC1.C(Cl)Cl. The product is [NH:1]1[C:5]2=[N:1][CH:5]=[CH:4][CH:3]=[C:4]2[C:3]([C:10]([OH:12])=[O:11])=[N:2]1. The yield is 0.990. (2) The yield is 0.890. The reactants are [OH:1][CH2:2][CH:3]1[CH2:16][O:15][C:14]2[C:5](=[CH:6][C:7]3[C:8]([C:21]([F:24])([F:23])[F:22])=[CH:9][C:10]([O:17][CH:18]([CH3:20])[CH3:19])=[N:11][C:12]=3[CH:13]=2)[N:4]1[CH2:25][C:26]([F:29])([F:28])[F:27].[H-].[Na+].I[CH2:33][CH3:34]. The catalyst is C1COCC1. The product is [CH2:33]([O:1][CH2:2][CH:3]1[CH2:16][O:15][C:14]2[C:5](=[CH:6][C:7]3[C:8]([C:21]([F:22])([F:23])[F:24])=[CH:9][C:10]([O:17][CH:18]([CH3:20])[CH3:19])=[N:11][C:12]=3[CH:13]=2)[N:4]1[CH2:25][C:26]([F:28])([F:29])[F:27])[CH3:34].